Dataset: Experimentally validated miRNA-target interactions with 360,000+ pairs, plus equal number of negative samples. Task: Binary Classification. Given a miRNA mature sequence and a target amino acid sequence, predict their likelihood of interaction. The miRNA is mmu-miR-1960 with sequence CCAGUGCUGUUAGAAGAGGGCU. The protein sequence of the target gene is MSYYGSSYHIINADAKYPGYPPEHIIAEKRRARRRLLHKDGSCNVYFKHIFGEWGSYVVDIFTTLVDTKWRHMFVIFSLSYILSWLIFGSVFWLIAFHHGDLLNDPDITPCVDNVHSFTGAFLFSLETQTTIGYGYRCVTEECSVAVLMVILQSILSCIINTFIIGAALAKMATARKRAQTIRFSYFALIGMRDGKLCLMWRIGDFRPNHVVEGTVRAQLLRYTEDSEGRMTMAFKDLKLVNDQIILVTPVTIVHEIDHESPLYALDRKAVAKDNFEILVTFIYTGDSTGTSHQSRSSYV.... Result: 0 (no interaction).